Dataset: NCI-60 drug combinations with 297,098 pairs across 59 cell lines. Task: Regression. Given two drug SMILES strings and cell line genomic features, predict the synergy score measuring deviation from expected non-interaction effect. (1) Drug 1: COC1=C(C=C2C(=C1)N=CN=C2NC3=CC(=C(C=C3)F)Cl)OCCCN4CCOCC4. Drug 2: C1CN(P(=O)(OC1)NCCCl)CCCl. Cell line: CCRF-CEM. Synergy scores: CSS=5.31, Synergy_ZIP=3.57, Synergy_Bliss=0.227, Synergy_Loewe=-2.77, Synergy_HSA=1.73. (2) Drug 1: CCN(CC)CCNC(=O)C1=C(NC(=C1C)C=C2C3=C(C=CC(=C3)F)NC2=O)C. Drug 2: CC1C(C(CC(O1)OC2CC(OC(C2O)C)OC3=CC4=CC5=C(C(=O)C(C(C5)C(C(=O)C(C(C)O)O)OC)OC6CC(C(C(O6)C)O)OC7CC(C(C(O7)C)O)OC8CC(C(C(O8)C)O)(C)O)C(=C4C(=C3C)O)O)O)O. Cell line: SNB-19. Synergy scores: CSS=42.1, Synergy_ZIP=1.50, Synergy_Bliss=2.07, Synergy_Loewe=-14.8, Synergy_HSA=0.788. (3) Synergy scores: CSS=-3.63, Synergy_ZIP=1.66, Synergy_Bliss=0.732, Synergy_Loewe=-5.61, Synergy_HSA=-5.63. Cell line: RXF 393. Drug 2: CCCCCOC(=O)NC1=NC(=O)N(C=C1F)C2C(C(C(O2)C)O)O. Drug 1: C1=CC(=CC=C1C#N)C(C2=CC=C(C=C2)C#N)N3C=NC=N3. (4) Drug 1: CN(C)C1=NC(=NC(=N1)N(C)C)N(C)C. Drug 2: CN1C2=C(C=C(C=C2)N(CCCl)CCCl)N=C1CCCC(=O)O.Cl. Cell line: SW-620. Synergy scores: CSS=-5.60, Synergy_ZIP=0.0384, Synergy_Bliss=-3.74, Synergy_Loewe=-9.42, Synergy_HSA=-8.77. (5) Drug 1: CCC1=CC2CC(C3=C(CN(C2)C1)C4=CC=CC=C4N3)(C5=C(C=C6C(=C5)C78CCN9C7C(C=CC9)(C(C(C8N6C)(C(=O)OC)O)OC(=O)C)CC)OC)C(=O)OC.C(C(C(=O)O)O)(C(=O)O)O. Drug 2: C1CCC(C(C1)N)N.C(=O)(C(=O)[O-])[O-].[Pt+4]. Cell line: MDA-MB-435. Synergy scores: CSS=33.2, Synergy_ZIP=-4.82, Synergy_Bliss=-9.76, Synergy_Loewe=-14.3, Synergy_HSA=-7.81. (6) Drug 1: CCCCC(=O)OCC(=O)C1(CC(C2=C(C1)C(=C3C(=C2O)C(=O)C4=C(C3=O)C=CC=C4OC)O)OC5CC(C(C(O5)C)O)NC(=O)C(F)(F)F)O. Drug 2: C1CN1C2=NC(=NC(=N2)N3CC3)N4CC4. Cell line: SK-MEL-28. Synergy scores: CSS=23.0, Synergy_ZIP=8.73, Synergy_Bliss=12.1, Synergy_Loewe=2.20, Synergy_HSA=7.17. (7) Drug 1: CC1=C(C=C(C=C1)NC2=NC=CC(=N2)N(C)C3=CC4=NN(C(=C4C=C3)C)C)S(=O)(=O)N.Cl. Drug 2: C1C(C(OC1N2C=NC3=C2NC=NCC3O)CO)O. Cell line: OVCAR-5. Synergy scores: CSS=0.224, Synergy_ZIP=-0.195, Synergy_Bliss=1.19, Synergy_Loewe=-0.910, Synergy_HSA=-0.787. (8) Drug 1: CC(C)(C#N)C1=CC(=CC(=C1)CN2C=NC=N2)C(C)(C)C#N. Drug 2: C1CN(CCN1C(=O)CCBr)C(=O)CCBr. Cell line: NCIH23. Synergy scores: CSS=31.7, Synergy_ZIP=-3.91, Synergy_Bliss=0.975, Synergy_Loewe=-3.28, Synergy_HSA=-3.37. (9) Drug 1: CC1=C(C=C(C=C1)NC2=NC=CC(=N2)N(C)C3=CC4=NN(C(=C4C=C3)C)C)S(=O)(=O)N.Cl. Drug 2: CN1CCC(CC1)COC2=C(C=C3C(=C2)N=CN=C3NC4=C(C=C(C=C4)Br)F)OC. Cell line: SN12C. Synergy scores: CSS=15.3, Synergy_ZIP=-4.82, Synergy_Bliss=3.96, Synergy_Loewe=4.01, Synergy_HSA=5.00. (10) Drug 1: C1CCC(C1)C(CC#N)N2C=C(C=N2)C3=C4C=CNC4=NC=N3. Drug 2: CN1CCC(CC1)COC2=C(C=C3C(=C2)N=CN=C3NC4=C(C=C(C=C4)Br)F)OC. Cell line: MDA-MB-231. Synergy scores: CSS=12.2, Synergy_ZIP=-4.01, Synergy_Bliss=1.54, Synergy_Loewe=1.68, Synergy_HSA=2.53.